This data is from Full USPTO retrosynthesis dataset with 1.9M reactions from patents (1976-2016). The task is: Predict the reactants needed to synthesize the given product. Given the product [NH2:4]/[C:2](=[N:3]\[C:36](=[O:37])[O:38][CH2:39][C:40]1[CH:45]=[CH:44][CH:43]=[CH:42][CH:41]=1)/[C:5]1[CH:10]=[CH:9][C:8]([CH2:11][NH:12][C:13]([C:15]2[CH:19]=[C:18]([CH3:20])[N:17]([C:21]3[CH:22]=[CH:23][C:24]([F:27])=[CH:25][CH:26]=3)[C:16]=2[CH3:28])=[O:14])=[CH:7][CH:6]=1, predict the reactants needed to synthesize it. The reactants are: Cl.[C:2]([C:5]1[CH:10]=[CH:9][C:8]([CH2:11][NH:12][C:13]([C:15]2[CH:19]=[C:18]([CH3:20])[N:17]([C:21]3[CH:26]=[CH:25][C:24]([F:27])=[CH:23][CH:22]=3)[C:16]=2[CH3:28])=[O:14])=[CH:7][CH:6]=1)(=[NH:4])[NH2:3].C(=O)([O-])[O-].[K+].[K+].Cl[C:36]([O:38][CH2:39][C:40]1[CH:45]=[CH:44][CH:43]=[CH:42][CH:41]=1)=[O:37].